This data is from Catalyst prediction with 721,799 reactions and 888 catalyst types from USPTO. The task is: Predict which catalyst facilitates the given reaction. (1) Reactant: [NH2:1][C:2]1[CH:7]=[CH:6][N:5]=[CH:4][CH:3]=1.Cl[C:9]([O:11][C:12]1[CH:17]=[CH:16][C:15]([N+:18]([O-:20])=[O:19])=[CH:14][CH:13]=1)=[O:10].N1C=CC=CC=1. Product: [N:5]1[CH:6]=[CH:7][C:2]([NH:1][C:9](=[O:10])[O:11][C:12]2[CH:13]=[CH:14][C:15]([N+:18]([O-:20])=[O:19])=[CH:16][CH:17]=2)=[CH:3][CH:4]=1. The catalyst class is: 2. (2) Reactant: [CH3:1][C@@H:2]1[CH2:7][CH2:6][CH2:5][C@H:4]([CH3:8])[N:3]1[C:9](=[O:12])[CH2:10]Cl.[Br:13][C:14]1[CH:15]=[C:16]2[C:21](=[CH:22][CH:23]=1)[CH:20]=[C:19]([OH:24])[CH:18]=[CH:17]2.C(=O)([O-])[O-].[K+].[K+]. Product: [CH3:1][C@@H:2]1[CH2:7][CH2:6][CH2:5][C@H:4]([CH3:8])[N:3]1[C:9](=[O:12])[CH2:10][O:24][C:19]1[CH:18]=[CH:17][C:16]2[C:21](=[CH:22][CH:23]=[C:14]([Br:13])[CH:15]=2)[CH:20]=1. The catalyst class is: 9. (3) Reactant: [CH3:1][CH:2]([CH3:32])[CH2:3][CH2:4][N:5]([CH2:21][C:22]1[CH:31]=[CH:30][C:25]([C:26](OC)=[O:27])=[CH:24][CH:23]=1)[C:6]1[S:7][CH:8]=[C:9]([C:11]2[CH:16]=[CH:15][C:14]([C:17]([F:20])([F:19])[F:18])=[CH:13][CH:12]=2)[N:10]=1.C1(C)C=CC=CC=1.[H-].C([Al+]CC(C)C)C(C)C.O.O.O.O.O.O.O.O.O.O.S([O-])([O-])(=O)=O.[Na+].[Na+]. Product: [CH3:1][CH:2]([CH3:32])[CH2:3][CH2:4][N:5]([CH2:21][C:22]1[CH:23]=[CH:24][C:25]([CH2:26][OH:27])=[CH:30][CH:31]=1)[C:6]1[S:7][CH:8]=[C:9]([C:11]2[CH:12]=[CH:13][C:14]([C:17]([F:20])([F:19])[F:18])=[CH:15][CH:16]=2)[N:10]=1. The catalyst class is: 7.